Dataset: Reaction yield outcomes from USPTO patents with 853,638 reactions. Task: Predict the reaction yield, written as a fraction of the theoretical maximum amount of product (1.0 means a 100% yield; for example, 0.34 means a 34% yield). (1) The reactants are [O:1]=[C:2]1[C:6]2([CH2:11][CH2:10][NH:9][CH2:8][CH2:7]2)[N:5]([C:12]2[CH:17]=[CH:16][CH:15]=[CH:14][CH:13]=2)[CH2:4][N:3]1[CH2:18][C:19]1[CH:20]=[C:21]([CH:32]=[CH:33][CH:34]=1)[C:22]([O:24][CH2:25][C:26]1[CH:31]=[CH:30][CH:29]=[CH:28][CH:27]=1)=[O:23].Cl[CH2:36][CH2:37][CH2:38][N:39]1[C:47]2[C:42](=[CH:43][CH:44]=[CH:45][CH:46]=2)[CH:41]=[C:40]1[C:48]([O:50][C:51]([CH3:54])([CH3:53])[CH3:52])=[O:49].[I-].[Na+].C(=O)([O-])[O-].[K+].[K+]. The catalyst is CC(=O)CC. The product is [CH2:25]([O:24][C:22]([C:21]1[CH:20]=[C:19]([CH:34]=[CH:33][CH:32]=1)[CH2:18][N:3]1[C:2](=[O:1])[C:6]2([CH2:7][CH2:8][N:9]([CH2:36][CH2:37][CH2:38][N:39]3[C:47]4[C:42](=[CH:43][CH:44]=[CH:45][CH:46]=4)[CH:41]=[C:40]3[C:48]([O:50][C:51]([CH3:52])([CH3:54])[CH3:53])=[O:49])[CH2:10][CH2:11]2)[N:5]([C:12]2[CH:13]=[CH:14][CH:15]=[CH:16][CH:17]=2)[CH2:4]1)=[O:23])[C:26]1[CH:31]=[CH:30][CH:29]=[CH:28][CH:27]=1. The yield is 0.190. (2) The reactants are [CH3:1][O:2][CH2:3][CH2:4][NH:5][C:6]1[CH:11]=[CH:10][C:9]([C:12]([N:14]2[CH2:20][C:19]3([CH3:22])[CH2:21][CH:15]2[CH2:16][C:17]([CH3:24])([CH3:23])[CH2:18]3)=[O:13])=[CH:8][CH:7]=1.[C:25](Cl)(=[O:32])[C:26]1[CH:31]=[CH:30][CH:29]=[CH:28][CH:27]=1. The catalyst is C1COCC1. The product is [CH3:1][O:2][CH2:3][CH2:4][N:5]([C:6]1[CH:7]=[CH:8][C:9]([C:12]([N:14]2[CH2:20][C:19]3([CH3:22])[CH2:21][CH:15]2[CH2:16][C:17]([CH3:24])([CH3:23])[CH2:18]3)=[O:13])=[CH:10][CH:11]=1)[C:25](=[O:32])[C:26]1[CH:31]=[CH:30][CH:29]=[CH:28][CH:27]=1. The yield is 0.680. (3) The reactants are [CH:1]([C:4]1[CH:5]=[C:6]([C:12]([NH:14][C:15]2[CH:16]=[C:17]3[C:21](=[CH:22][CH:23]=2)[NH:20][C:19]([C:24]([O:26]CC)=[O:25])=[CH:18]3)=[O:13])[O:7][C:8]=1[CH:9]([CH3:11])[CH3:10])([CH3:3])[CH3:2].[OH-].[Li+]. No catalyst specified. The product is [CH:1]([C:4]1[CH:5]=[C:6]([C:12]([NH:14][C:15]2[CH:16]=[C:17]3[C:21](=[CH:22][CH:23]=2)[NH:20][C:19]([C:24]([OH:26])=[O:25])=[CH:18]3)=[O:13])[O:7][C:8]=1[CH:9]([CH3:11])[CH3:10])([CH3:2])[CH3:3]. The yield is 0.940. (4) The reactants are [F:1][C:2]1[CH:10]=[CH:9][C:8]([C:11]2[N:12]=[N:13][C:14]([NH:17][CH2:18][C:19]3([C:23]4[C:28]([F:29])=[CH:27][CH:26]=[CH:25][N:24]=4)[CH2:22][CH2:21][CH2:20]3)=[CH:15][CH:16]=2)=[CH:7][C:3]=1[C:4](O)=[O:5].[NH2:30][CH2:31][CH2:32][NH:33][C:34](=[O:43])[O:35][CH2:36][C:37]1[CH:42]=[CH:41][CH:40]=[CH:39][CH:38]=1.C1C=CC2N(O)N=NC=2C=1.CCN=C=NCCCN(C)C.Cl.CCN(C(C)C)C(C)C. The catalyst is C(Cl)Cl. The product is [F:1][C:2]1[CH:10]=[CH:9][C:8]([C:11]2[N:12]=[N:13][C:14]([NH:17][CH2:18][C:19]3([C:23]4[C:28]([F:29])=[CH:27][CH:26]=[CH:25][N:24]=4)[CH2:20][CH2:21][CH2:22]3)=[CH:15][CH:16]=2)=[CH:7][C:3]=1[C:4]([NH:30][CH2:31][CH2:32][NH:33][C:34](=[O:43])[O:35][CH2:36][C:37]1[CH:38]=[CH:39][CH:40]=[CH:41][CH:42]=1)=[O:5]. The yield is 0.500. (5) The reactants are [NH2:1][C:2]1[CH:25]=[CH:24][C:23]([N:26]2[CH2:31][CH2:30][CH2:29][CH2:28][CH2:27]2)=[CH:22][C:3]=1[C:4]([NH:6][C:7]1[N:11]=[CH:10][N:9]([C:12]2[CH:17]=[CH:16][CH:15]=[C:14]([C:18]([F:21])([F:20])[F:19])[CH:13]=2)[N:8]=1)=[O:5].N1C=CC=CC=1.[CH3:38][N:39]([CH2:51][CH2:52][N:53]1[CH2:58][CH2:57][O:56][CH2:55][CH2:54]1)[C:40]([C:42]1[CH:43]=[C:44]([CH:48]=[CH:49][CH:50]=1)[C:45](Cl)=[O:46])=[O:41]. The catalyst is ClCCl. The product is [CH3:38][N:39]([CH2:51][CH2:52][N:53]1[CH2:58][CH2:57][O:56][CH2:55][CH2:54]1)[C:40](=[O:41])[C:42]1[CH:50]=[CH:49][CH:48]=[C:44]([C:45]([NH:1][C:2]2[CH:25]=[CH:24][C:23]([N:26]3[CH2:31][CH2:30][CH2:29][CH2:28][CH2:27]3)=[CH:22][C:3]=2[C:4](=[O:5])[NH:6][C:7]2[N:11]=[CH:10][N:9]([C:12]3[CH:17]=[CH:16][CH:15]=[C:14]([C:18]([F:21])([F:19])[F:20])[CH:13]=3)[N:8]=2)=[O:46])[CH:43]=1. The yield is 0.150. (6) The reactants are [Cl:1][C:2]1[C:3]([NH:9][C:10]2[CH:15]=[C:14]([I:16])[CH:13]=[CH:12][C:11]=2[O:17][CH:18]2[CH2:23][CH2:22][O:21][CH2:20][CH2:19]2)=[N:4][C:5]([NH2:8])=[N:6][CH:7]=1.[H-].[Na+].[CH3:26]I. The catalyst is CN(C=O)C. The product is [Cl:1][C:2]1[C:3]([N:9]([C:10]2[CH:15]=[C:14]([I:16])[CH:13]=[CH:12][C:11]=2[O:17][CH:18]2[CH2:23][CH2:22][O:21][CH2:20][CH2:19]2)[CH3:26])=[N:4][C:5]([NH2:8])=[N:6][CH:7]=1. The yield is 0.583.